Dataset: Reaction yield outcomes from USPTO patents with 853,638 reactions. Task: Predict the reaction yield, written as a fraction of the theoretical maximum amount of product (1.0 means a 100% yield; for example, 0.34 means a 34% yield). (1) The reactants are [CH3:1][O:2][C:3]([C:5]1[C:13]([NH:14][C:15]2[CH:20]=[CH:19][CH:18]=[CH:17][C:16]=2[CH3:21])=[C:12]([F:22])[C:8]2[NH:9][CH:10]=[N:11][C:7]=2[CH:6]=1)=[O:4].CO.C1C(=O)N([I:32])C(=O)C1.CC1C=CC(S(O)(=O)=O)=CC=1.O. The catalyst is C1COCC1.C(Cl)Cl. The product is [CH3:1][O:2][C:3]([C:5]1[C:13]([NH:14][C:15]2[CH:20]=[CH:19][C:18]([I:32])=[CH:17][C:16]=2[CH3:21])=[C:12]([F:22])[C:8]2[NH:9][CH:10]=[N:11][C:7]=2[CH:6]=1)=[O:4]. The yield is 0.690. (2) The catalyst is O.CO. The yield is 0.490. The reactants are [OH-].[Na+].[C:3]([C:6]1[CH:7]=[C:8]([C:12]2[C:13]([C:26]3[CH:31]=[CH:30][CH:29]=[CH:28][CH:27]=3)=[N:14][C:15]3[C:20]([N:21]=2)=[CH:19][C:18]([C:22]([O:24]C)=[O:23])=[CH:17][CH:16]=3)[CH:9]=[CH:10][CH:11]=1)([OH:5])=[O:4]. The product is [C:3]([C:6]1[CH:7]=[C:8]([C:12]2[C:13]([C:26]3[CH:31]=[CH:30][CH:29]=[CH:28][CH:27]=3)=[N:14][C:15]3[C:20]([N:21]=2)=[CH:19][C:18]([C:22]([OH:24])=[O:23])=[CH:17][CH:16]=3)[CH:9]=[CH:10][CH:11]=1)([OH:5])=[O:4]. (3) The reactants are [F:1][C:2]1[C:7]([SH:8])=[C:6]([F:9])[C:5]([F:10])=[C:4]([F:11])[C:3]=1[F:12].C1C(=O)N(Cl)C(=O)C1.[C:21]1([Zn]Br)[CH:26]=[CH:25][CH:24]=[CH:23][CH:22]=1. No catalyst specified. The product is [F:1][C:2]1[C:3]([F:12])=[C:4]([F:11])[C:5]([F:10])=[C:6]([F:9])[C:7]=1[S:8][C:21]1[CH:26]=[CH:25][CH:24]=[CH:23][CH:22]=1. The yield is 0.840.